This data is from Full USPTO retrosynthesis dataset with 1.9M reactions from patents (1976-2016). The task is: Predict the reactants needed to synthesize the given product. (1) Given the product [CH3:17][C:16]1[N:1]([C:2]2[CH:3]=[C:4]3[C:8](=[CH:9][CH:10]=2)[NH:7][CH:6]=[CH:5]3)[C:12]([CH3:14])=[CH:11][CH:15]=1, predict the reactants needed to synthesize it. The reactants are: [NH2:1][C:2]1[CH:3]=[C:4]2[C:8](=[CH:9][CH:10]=1)[NH:7][CH:6]=[CH:5]2.[CH2:11]([CH2:15][C:16](=O)[CH3:17])[C:12]([CH3:14])=O.C(OCC)(=O)C. (2) Given the product [Br:12][C:13]1[C:22]2[C:17](=[CH:18][CH:19]=[C:20]([CH:23]([C:29]3[CH:34]=[CH:33][C:32]([Cl:35])=[CH:31][CH:30]=3)[C:24]3[S:25][CH:26]=[CH:27][N:28]=3)[CH:21]=2)[NH:16][C:15](=[O:8])[CH:14]=1, predict the reactants needed to synthesize it. The reactants are: C1(C)C=CC(S(Cl)(=O)=[O:8])=CC=1.[Br:12][C:13]1[C:22]2[C:17](=[CH:18][CH:19]=[C:20]([CH:23]([C:29]3[CH:34]=[CH:33][C:32]([Cl:35])=[CH:31][CH:30]=3)[C:24]3[S:25][CH:26]=[CH:27][N:28]=3)[CH:21]=2)[N+:16]([O-])=[CH:15][CH:14]=1. (3) Given the product [ClH:20].[CH3:16][S:13]([CH2:12][CH2:11][N:9]1[CH2:8][CH2:7][NH:6][CH2:5][CH2:10]1)(=[O:14])=[O:15].[ClH:20], predict the reactants needed to synthesize it. The reactants are: CC([CH:5]1[CH2:10][N:9]([CH2:11][CH2:12][S:13]([CH3:16])(=[O:15])=[O:14])[CH2:8][CH2:7][N:6]1C([O-])=O)(C)C.[ClH:20].CO. (4) Given the product [F:45][C:42]1[CH:41]=[CH:40][C:39]([N:38]([CH:35]2[CH2:34][CH2:33][NH:32][CH2:37][CH2:36]2)[S:54]([C:51]2[CH:50]=[CH:49][C:48]([O:47][CH3:46])=[CH:53][CH:52]=2)(=[O:56])=[O:55])=[CH:44][CH:43]=1, predict the reactants needed to synthesize it. The reactants are: ClC1C=CC(N(C2CCNCC2)C(=O)C2C=CC=C(OC)C=2)=CC=1.C(OC([N:32]1[CH2:37][CH2:36][CH:35]([NH:38][C:39]2[CH:44]=[CH:43][C:42]([F:45])=[CH:41][CH:40]=2)[CH2:34][CH2:33]1)=O)(C)(C)C.[CH3:46][O:47][C:48]1[CH:53]=[CH:52][C:51]([S:54](Cl)(=[O:56])=[O:55])=[CH:50][CH:49]=1.